From a dataset of Peptide-MHC class I binding affinity with 185,985 pairs from IEDB/IMGT. Regression. Given a peptide amino acid sequence and an MHC pseudo amino acid sequence, predict their binding affinity value. This is MHC class I binding data. (1) The binding affinity (normalized) is 0. The peptide sequence is PDDPVEIALY. The MHC is HLA-A23:01 with pseudo-sequence HLA-A23:01. (2) The peptide sequence is KLFPEVIDL. The MHC is HLA-A02:01 with pseudo-sequence HLA-A02:01. The binding affinity (normalized) is 0.509. (3) The peptide sequence is KSLYNTIATLY. The MHC is HLA-A01:01 with pseudo-sequence HLA-A01:01. The binding affinity (normalized) is 0.263. (4) The peptide sequence is KHDFIDNPL. The MHC is HLA-A02:16 with pseudo-sequence HLA-A02:16. The binding affinity (normalized) is 0.0847.